Dataset: Reaction yield outcomes from USPTO patents with 853,638 reactions. Task: Predict the reaction yield, written as a fraction of the theoretical maximum amount of product (1.0 means a 100% yield; for example, 0.34 means a 34% yield). (1) The reactants are C([O:3][C:4](=O)[CH:5]=[C:6]([O:18][C:19]1[CH:24]=[CH:23][CH:22]=[CH:21][C:20]=1[Cl:25])[CH2:7][NH:8][C@H:9]([C:14]([O:16][CH3:17])=[O:15])[CH2:10][CH2:11][O:12][CH3:13])C. The catalyst is C(#N)C. The product is [CH3:17][O:16][C:14](=[O:15])[C@@H:9]([N:8]1[CH2:7][C:6]([O:18][C:19]2[CH:24]=[CH:23][CH:22]=[CH:21][C:20]=2[Cl:25])=[CH:5][C:4]1=[O:3])[CH2:10][CH2:11][O:12][CH3:13]. The yield is 0.390. (2) The reactants are CN(C)C=O.[O:6]=[C:7]1[NH:12][CH:11]=[N:10][C:9]([N:13]2[CH2:18][CH2:17][N:16]([C:19]([O:21][C:22]([CH3:25])([CH3:24])[CH3:23])=[O:20])[CH2:15][CH2:14]2)=[N:8]1.C(=O)([O-])[O-].[K+].[K+].[Cl:32][C:33]1[CH:40]=[CH:39][C:36]([CH2:37]Br)=[CH:35][CH:34]=1. The catalyst is O. The product is [Cl:32][C:33]1[CH:40]=[CH:39][C:36]([CH2:37][N:12]2[CH:11]=[N:10][C:9]([N:13]3[CH2:14][CH2:15][N:16]([C:19]([O:21][C:22]([CH3:25])([CH3:24])[CH3:23])=[O:20])[CH2:17][CH2:18]3)=[N:8][C:7]2=[O:6])=[CH:35][CH:34]=1. The yield is 0.680.